Dataset: Forward reaction prediction with 1.9M reactions from USPTO patents (1976-2016). Task: Predict the product of the given reaction. (1) Given the reactants P(Cl)(Cl)(Cl)=O.[N+:6]([C:9]1[CH:10]=[N:11][C:12]2[C:17]([C:18]=1O)=[N:16][CH:15]=[CH:14][CH:13]=2)([O-:8])=[O:7].CC(C)=O.[CH2:24]([NH2:28])[CH:25]([CH3:27])[CH3:26], predict the reaction product. The product is: [CH3:26][CH:25]([CH3:27])[CH2:24][NH:28][C:18]1[C:17]2[C:12](=[CH:13][CH:14]=[CH:15][N:16]=2)[N:11]=[CH:10][C:9]=1[N+:6]([O-:8])=[O:7]. (2) Given the reactants [CH3:1][O:2][C:3](=[O:22])[C:4]1[C:9](Cl)=[CH:8][C:7]([CH3:11])=[N:6][C:5]=1[O:12][C:13]1[C:18]([CH3:19])=[CH:17][C:16]([Cl:20])=[CH:15][C:14]=1[CH3:21].[CH2:23]([CH:25]([NH2:28])[CH2:26][CH3:27])[CH3:24], predict the reaction product. The product is: [CH3:1][O:2][C:3](=[O:22])[C:4]1[C:9]([NH:28][CH:25]([CH2:26][CH3:27])[CH2:23][CH3:24])=[CH:8][C:7]([CH3:11])=[N:6][C:5]=1[O:12][C:13]1[C:18]([CH3:19])=[CH:17][C:16]([Cl:20])=[CH:15][C:14]=1[CH3:21]. (3) Given the reactants Cl[CH2:2][CH2:3][CH2:4][S:5]([N:8]1[CH2:13][CH2:12][CH:11]([C:14]2[C:22]3[C:17](=[C:18]([C:30]([NH2:32])=[O:31])[CH:19]=[C:20]([C:23]4[CH:28]=[CH:27][CH:26]=[C:25]([F:29])[CH:24]=4)[CH:21]=3)[NH:16][N:15]=2)[CH2:10][CH2:9]1)(=[O:7])=[O:6].C([O-])([O-])=O.[K+].[K+].[N:39]1([CH:45]2[CH2:50][CH2:49][NH:48][CH2:47][CH2:46]2)[CH2:44][CH2:43][CH2:42][CH2:41][CH2:40]1, predict the reaction product. The product is: [N:39]1([CH:45]2[CH2:50][CH2:49][N:48]([CH2:2][CH2:3][CH2:4][S:5]([N:8]3[CH2:13][CH2:12][CH:11]([C:14]4[C:22]5[C:17](=[C:18]([C:30]([NH2:32])=[O:31])[CH:19]=[C:20]([C:23]6[CH:28]=[CH:27][CH:26]=[C:25]([F:29])[CH:24]=6)[CH:21]=5)[NH:16][N:15]=4)[CH2:10][CH2:9]3)(=[O:7])=[O:6])[CH2:47][CH2:46]2)[CH2:44][CH2:43][CH2:42][CH2:41][CH2:40]1.